From a dataset of Forward reaction prediction with 1.9M reactions from USPTO patents (1976-2016). Predict the product of the given reaction. (1) Given the reactants [H-].[Na+:2].[OH:3][C:4]1[CH:13]=[C:12]2[C:7]([CH:8]=[CH:9][N:10]=[CH:11]2)=[CH:6][CH:5]=1.[Br:14][C@H:15]([CH2:19][CH:20]([CH3:22])[CH3:21])[C:16]([OH:18])=[O:17], predict the reaction product. The product is: [CH:11]1[C:12]2[C:7](=[CH:6][CH:5]=[C:4]([O:3][C@@H:15]([CH2:19][CH:20]([CH3:22])[CH3:21])[C:16]([O-:18])=[O:17])[CH:13]=2)[CH:8]=[CH:9][N:10]=1.[Na+:2].[Br-:14].[Na+:2]. (2) Given the reactants Cl[C:2]1[CH:7]=[N:6][CH:5]=[C:4]([Cl:8])[N:3]=1.[CH3:9][C:10]([CH3:13])([O-:12])[CH3:11].[K+], predict the reaction product. The product is: [C:10]([O:12][C:2]1[CH:7]=[N:6][CH:5]=[C:4]([Cl:8])[N:3]=1)([CH3:13])([CH3:11])[CH3:9]. (3) Given the reactants Cl.[N+:2]([O-:22])([O:4][CH2:5][CH2:6][CH2:7][O:8][C:9]1[CH:10]=[CH:11][C:12]2[C:17](=[O:18])[O:16]C(C)(C)[O:14][C:13]=2[CH:21]=1)=[O:3], predict the reaction product. The product is: [OH:14][C:13]1[CH:21]=[C:9]([O:8][CH2:7][CH2:6][CH2:5][O:4][N+:2]([O-:22])=[O:3])[CH:10]=[CH:11][C:12]=1[C:17]([OH:18])=[O:16]. (4) Given the reactants [NH2:1][C:2]1[CH:7]=[C:6]([C:8]2[S:9][C:10]3[CH:16]=[CH:15][CH:14]=[CH:13][C:11]=3[N:12]=2)[CH:5]=[C:4]([Cl:17])[C:3]=1[OH:18].[N:19]([C:22]1[CH:27]=[CH:26][CH:25]=[CH:24][C:23]=1[C:28]([F:31])([F:30])[F:29])=[C:20]=[S:21], predict the reaction product. The product is: [S:9]1[C:10]2[CH:16]=[CH:15][CH:14]=[CH:13][C:11]=2[N:12]=[C:8]1[C:6]1[CH:5]=[C:4]([Cl:17])[C:3]([OH:18])=[C:2]([NH:1][C:20]([NH:19][C:22]2[CH:27]=[CH:26][CH:25]=[CH:24][C:23]=2[C:28]([F:29])([F:30])[F:31])=[S:21])[CH:7]=1. (5) The product is: [CH3:43][O:42][C:39]1[CH:40]=[CH:41][C:36]([C:34](=[O:35])[CH2:33][N:32]2[C:7](=[O:9])[C:6]3[CH:5]=[C:4]([CH3:11])[S:3][C:2]=3[NH:1][C:13]2=[O:15])=[CH:37][CH:38]=1. Given the reactants [NH2:1][C:2]1[S:3][C:4]([CH3:11])=[CH:5][C:6]=1[C:7]([O:9]C)=O.Cl[C:13](Cl)([O:15]C(=O)OC(Cl)(Cl)Cl)Cl.C(N(CC)CC)C.Cl.[NH2:32][CH2:33][C:34]([C:36]1[CH:41]=[CH:40][C:39]([O:42][CH3:43])=[CH:38][CH:37]=1)=[O:35], predict the reaction product. (6) Given the reactants FC(F)(F)C(F)(F)C(F)(F)C(F)(F)S(OC1CCC[C:13]2[CH:17]=[C:18]([O:21][CH3:22])[CH:19]=[CH:20][C:12]=2[C:11]=1[CH2:23][CH3:24])(=O)=O.[CH3:33][O:34][C:35]1[CH:40]=[CH:39][C:38](B(O)O)=[CH:37][CH:36]=1.[C:44]1(C)[CH:49]=CC=[CH:46][CH:45]=1.C([O-])([O-])=O.[Na+].[Na+], predict the reaction product. The product is: [CH2:23]([C:11]1[C:12]2[CH:20]=[CH:19][C:18]([O:21][CH3:22])=[CH:17][C:13]=2[CH2:46][CH2:45][CH2:44][C:49]=1[C:38]1[CH:39]=[CH:40][C:35]([O:34][CH3:33])=[CH:36][CH:37]=1)[CH3:24].